This data is from Reaction yield outcomes from USPTO patents with 853,638 reactions. The task is: Predict the reaction yield, written as a fraction of the theoretical maximum amount of product (1.0 means a 100% yield; for example, 0.34 means a 34% yield). (1) The reactants are [NH2:1][C:2]1[CH:3]=[C:4]([CH:8]=[CH:9][C:10]=1[CH3:11])[C:5]([OH:7])=[O:6].[Br:12]N1C(=O)CCC1=O. The catalyst is CN(C=O)C. The product is [NH2:1][C:2]1[CH:3]=[C:4]([C:8]([Br:12])=[CH:9][C:10]=1[CH3:11])[C:5]([OH:7])=[O:6]. The yield is 0.830. (2) The reactants are [CH2:1]([N:3]([CH2:36][CH3:37])[C:4]([C:6]1[CH:11]=[CH:10][C:9]([CH:12]([C:26]2[CH:31]=[CH:30][C:29]([C:32]([O:34]C)=[O:33])=[CH:28][CH:27]=2)[N:13]2[CH2:18][CH2:17][N:16]([C:19]([O:21][C:22]([CH3:25])([CH3:24])[CH3:23])=[O:20])[CH2:15][CH2:14]2)=[CH:8][CH:7]=1)=[O:5])[CH3:2].[OH-].[K+]. The catalyst is C(O)C.O. The product is [C:22]([O:21][C:19]([N:16]1[CH2:17][CH2:18][N:13]([CH:12]([C:9]2[CH:10]=[CH:11][C:6]([C:4]([N:3]([CH2:36][CH3:37])[CH2:1][CH3:2])=[O:5])=[CH:7][CH:8]=2)[C:26]2[CH:31]=[CH:30][C:29]([C:32]([OH:34])=[O:33])=[CH:28][CH:27]=2)[CH2:14][CH2:15]1)=[O:20])([CH3:25])([CH3:24])[CH3:23]. The yield is 0.790. (3) The reactants are [S:1](=[O:31])(=[O:30])([O:3][CH2:4][C@@H:5]1[C@@H:9]([OH:10])[CH2:8][C@H:7]([N:11]2[C:15]3[N:16]=[CH:17][N:18]=[C:19]([CH2:20][CH2:21][C:22]4[CH:27]=[CH:26][CH:25]=[CH:24][CH:23]=4)[C:14]=3[C:13]([C:28]#[CH:29])=[CH:12]2)[O:6]1)[NH2:2].O. The catalyst is CCO.[Pd]. The product is [S:1](=[O:30])(=[O:31])([O:3][CH2:4][C@@H:5]1[C@@H:9]([OH:10])[CH2:8][C@H:7]([N:11]2[C:15]3[N:16]=[CH:17][N:18]=[C:19]([CH2:20][CH2:21][C:22]4[CH:27]=[CH:26][CH:25]=[CH:24][CH:23]=4)[C:14]=3[C:13]([CH2:28][CH3:29])=[CH:12]2)[O:6]1)[NH2:2]. The yield is 0.110. (4) The reactants are [CH:1]1([N:4]([CH:31]2[CH2:33][CH2:32]2)[C:5]([C:7]2[N:28]([CH2:29][CH3:30])[C:10]3=[N:11][C:12]([NH:19][C:20]4[CH:24]=[C:23]([CH:25]=O)[N:22]([CH3:27])[N:21]=4)=[C:13]4[N:17]=[CH:16][N:15]([CH3:18])[C:14]4=[C:9]3[CH:8]=2)=[O:6])[CH2:3][CH2:2]1.[NH:34]1[CH2:39][CH2:38][O:37][CH2:36][CH2:35]1.[BH4-].[Na+].Cl.C(=O)(O)[O-].[Na+]. The catalyst is CO. The product is [CH:1]1([N:4]([CH:31]2[CH2:33][CH2:32]2)[C:5]([C:7]2[N:28]([CH2:29][CH3:30])[C:10]3=[N:11][C:12]([NH:19][C:20]4[CH:24]=[C:23]([CH2:25][N:34]5[CH2:39][CH2:38][O:37][CH2:36][CH2:35]5)[N:22]([CH3:27])[N:21]=4)=[C:13]4[N:17]=[CH:16][N:15]([CH3:18])[C:14]4=[C:9]3[CH:8]=2)=[O:6])[CH2:3][CH2:2]1. The yield is 0.549. (5) The reactants are [Br:1][C:2]1[CH:7]=[CH:6][C:5]([CH2:8]Br)=[C:4]([C:10]([F:13])([F:12])[F:11])[CH:3]=1.[C-:14]#[N:15].[K+]. The catalyst is [Br-].C([N+](CCCC)(CCCC)CCCC)CCC.C(Cl)Cl.O. The product is [Br:1][C:2]1[CH:7]=[CH:6][C:5]([CH2:8][C:14]#[N:15])=[C:4]([C:10]([F:13])([F:12])[F:11])[CH:3]=1. The yield is 0.540. (6) The reactants are [C:1]([C:4]1[CH:5]=[C:6]([CH:26]=[CH:27][CH:28]=1)[O:7][C:8]1[N:9]([CH2:23][CH2:24][CH3:25])[C:10](=[O:22])[C:11]2[NH:12][C:13]([CH:17]3[CH2:21][CH2:20][CH2:19][CH2:18]3)=[N:14][C:15]=2[N:16]=1)(=[O:3])[CH3:2].[BH4-].[Na+]. The catalyst is C(O)C. The product is [CH:17]1([C:13]2[NH:12][C:11]3[C:10](=[O:22])[N:9]([CH2:23][CH2:24][CH3:25])[C:8]([O:7][C:6]4[CH:26]=[CH:27][CH:28]=[C:4]([CH:1]([OH:3])[CH3:2])[CH:5]=4)=[N:16][C:15]=3[N:14]=2)[CH2:21][CH2:20][CH2:19][CH2:18]1. The yield is 0.850. (7) The yield is 0.365. The product is [NH2:4][C:3]1[CH:5]=[CH:6][C:7]([C:9]([F:12])([F:11])[F:10])=[CH:8][C:2]=1/[CH:15]=[CH:14]/[C:13]([O:17][CH3:18])=[O:16]. The reactants are Br[C:2]1[CH:8]=[C:7]([C:9]([F:12])([F:11])[F:10])[CH:6]=[CH:5][C:3]=1[NH2:4].[C:13]([O:17][CH3:18])(=[O:16])[CH:14]=[CH2:15].CC1C=CC=CC=1P(C1C=CC=CC=1C)C1C=CC=CC=1C.C(N(CC)CC)C. The catalyst is CC([O-])=O.CC([O-])=O.[Pd+2].C(#N)C.